Dataset: Full USPTO retrosynthesis dataset with 1.9M reactions from patents (1976-2016). Task: Predict the reactants needed to synthesize the given product. (1) Given the product [ClH:18].[ClH:18].[CH3:17][O:16][CH2:15][CH2:14][CH2:13][NH:8][NH2:9], predict the reactants needed to synthesize it. The reactants are: C(OC([N:8]([CH2:13][CH2:14][CH2:15][O:16][CH3:17])[N:9]=C(C)C)=O)(C)(C)C.[ClH:18]. (2) Given the product [F:32][C:26]1[CH:27]=[CH:28][C:29]([CH3:31])=[CH:30][C:25]=1[NH:24][C:23]([C:19]1[CH:18]=[C:17]([CH:22]=[CH:21][CH:20]=1)[O:16][C:14]1[CH:13]=[CH:12][N:11]=[C:10]([C:8]2[NH:7][CH:6]=[C:5]([C:3]([OH:4])=[O:2])[CH:9]=2)[CH:15]=1)=[O:33], predict the reactants needed to synthesize it. The reactants are: C[O:2][C:3]([C:5]1[CH:9]=[C:8]([C:10]2[CH:15]=[C:14]([O:16][C:17]3[CH:22]=[CH:21][CH:20]=[C:19]([C:23](=[O:33])[NH:24][C:25]4[CH:30]=[C:29]([CH3:31])[CH:28]=[CH:27][C:26]=4[F:32])[CH:18]=3)[CH:13]=[CH:12][N:11]=2)[NH:7][CH:6]=1)=[O:4].[OH-].[Na+].O.Cl. (3) The reactants are: [O:1]([C:8]1[N:13]=[C:12]([CH2:14][OH:15])[CH:11]=[CH:10][CH:9]=1)[C:2]1[CH:7]=[CH:6][CH:5]=[CH:4][CH:3]=1.[I:16][C:17]1[CH:22]=[CH:21][C:20](O)=[CH:19][CH:18]=1.[H-].[Na+]. Given the product [I:16][C:17]1[CH:22]=[CH:21][C:20]([O:15][CH2:14][C:12]2[CH:11]=[CH:10][CH:9]=[C:8]([O:1][C:2]3[CH:3]=[CH:4][CH:5]=[CH:6][CH:7]=3)[N:13]=2)=[CH:19][CH:18]=1, predict the reactants needed to synthesize it. (4) Given the product [NH2:23][C:20]1[N:21]=[CH:22][C:17]([C:3]2[CH:4]=[CH:5][C:6]([C:25]3[CH:30]=[CH:29][CH:28]=[CH:27][C:26]=3[NH:31][S:32]([N:35]3[CH2:40][CH2:39][O:38][CH2:37][CH2:36]3)(=[O:34])=[O:33])=[CH:7][C:2]=2[F:1])=[CH:18][N:19]=1, predict the reactants needed to synthesize it. The reactants are: [F:1][C:2]1[CH:7]=[C:6](B2OC(C)(C)C(C)(C)O2)[CH:5]=[CH:4][C:3]=1[C:17]1[CH:18]=[N:19][C:20]([NH2:23])=[N:21][CH:22]=1.Br[C:25]1[CH:30]=[CH:29][CH:28]=[CH:27][C:26]=1[NH:31][S:32]([N:35]1[CH2:40][CH2:39][O:38][CH2:37][CH2:36]1)(=[O:34])=[O:33]. (5) Given the product [CH2:20]([NH:22][C:23]([N:16]1[C:17]2[C:13](=[CH:12][C:11]([NH:10][C:6]3[CH:5]=[C:4]([NH:3][C:23]([NH:22][CH2:20][CH3:21])=[O:31])[N:9]=[CH:8][N:7]=3)=[CH:19][CH:18]=2)[CH:14]=[CH:15]1)=[O:31])[CH3:21], predict the reactants needed to synthesize it. The reactants are: [H-].[Na+].[NH2:3][C:4]1[N:9]=[CH:8][N:7]=[C:6]([NH:10][C:11]2[CH:12]=[C:13]3[C:17](=[CH:18][CH:19]=2)[NH:16][CH:15]=[CH:14]3)[CH:5]=1.[CH2:20]([NH:22][C:23](=[O:31])OC1C=CC=CC=1)[CH3:21]. (6) Given the product [Br:1][C:2]1[CH:9]=[C:8]([F:10])[CH:7]=[C:6]2[C:3]=1[C:4]([NH2:5])=[N:13][NH:14]2, predict the reactants needed to synthesize it. The reactants are: [Br:1][C:2]1[CH:9]=[C:8]([F:10])[CH:7]=[C:6](F)[C:3]=1[C:4]#[N:5].O.[NH2:13][NH2:14].